Dataset: Forward reaction prediction with 1.9M reactions from USPTO patents (1976-2016). Task: Predict the product of the given reaction. (1) The product is: [Br-:21].[C:35]1([P+:28]([C:22]2[CH:23]=[CH:24][CH:25]=[CH:26][CH:27]=2)([C:29]2[CH:34]=[CH:33][CH:32]=[CH:31][CH:30]=2)[CH2:19][C:14]2[CH:15]=[CH:16][CH:17]=[CH:18][C:13]=2[O:12][CH2:11][CH2:10][CH2:9][CH2:8][CH2:7][C:1]2[CH:6]=[CH:5][CH:4]=[CH:3][CH:2]=2)[CH:36]=[CH:37][CH:38]=[CH:39][CH:40]=1. Given the reactants [C:1]1([CH2:7][CH2:8][CH2:9][CH2:10][CH2:11][O:12][C:13]2[CH:18]=[CH:17][CH:16]=[CH:15][C:14]=2[CH2:19]O)[CH:6]=[CH:5][CH:4]=[CH:3][CH:2]=1.[Br-:21].[C:22]1([PH+:28]([C:35]2[CH:40]=[CH:39][CH:38]=[CH:37][CH:36]=2)[C:29]2[CH:34]=[CH:33][CH:32]=[CH:31][CH:30]=2)[CH:27]=[CH:26][CH:25]=[CH:24][CH:23]=1, predict the reaction product. (2) Given the reactants [NH2:1][C:2]1[CH:6]=[C:5]([OH:7])[NH:4][N:3]=1.[C:8]1(=O)[O:13][C:11](=[O:12])[C:10]2=[CH:14][CH:15]=[CH:16][CH:17]=[C:9]12.C(O)(=O)C, predict the reaction product. The product is: [OH:7][C:5]1[NH:4][N:3]=[C:2]([N:1]2[C:11](=[O:12])[C:10]3[C:9](=[CH:17][CH:16]=[CH:15][CH:14]=3)[C:8]2=[O:13])[CH:6]=1. (3) Given the reactants [Br:1][C:2]1[CH:10]=[CH:9][C:8]([C:11]([NH2:13])=O)=[C:7]2[C:3]=1[C:4]([CH3:15])=[C:5]([CH3:14])[NH:6]2.P(Cl)(Cl)(Cl)=O, predict the reaction product. The product is: [Br:1][C:2]1[CH:10]=[CH:9][C:8]([C:11]#[N:13])=[C:7]2[C:3]=1[C:4]([CH3:15])=[C:5]([CH3:14])[NH:6]2.